Dataset: Full USPTO retrosynthesis dataset with 1.9M reactions from patents (1976-2016). Task: Predict the reactants needed to synthesize the given product. (1) Given the product [N:3]1[C:4]2[C:5](=[N:8][CH:20]=[CH:19][CH:24]=2)[CH:6]=[CH:7][CH:2]=1, predict the reactants needed to synthesize it. The reactants are: Cl[C:2]1[CH:7]=[CH:6][C:5]([NH2:8])=[CH:4][N:3]=1.C(OCC)(OCC)OCC.[CH:19]1[CH:24]=CC(C2C=CC=CC=2)=C[CH:20]=1.C1C=CC(OC2C=CC=CC=2)=CC=1. (2) Given the product [CH2:18]([O:1][C:2]1[CH:11]=[C:10]([C:12]([OH:14])=[O:13])[CH:9]=[CH:8][C:3]=1[C:4]([OH:6])=[O:5])[CH:17]=[CH2:16], predict the reactants needed to synthesize it. The reactants are: [OH:1][C:2]1[CH:11]=[C:10]([C:12]([O:14]C)=[O:13])[CH:9]=[CH:8][C:3]=1[C:4]([O:6]C)=[O:5].[CH2:16](Br)[CH:17]=[CH2:18].O.ClCCl. (3) Given the product [F:6][C:7]([F:17])([F:16])[C:8]1[CH:15]=[CH:14][C:11]([CH2:12][N:2]([CH2:3][CH2:4][OH:5])[CH3:1])=[CH:10][CH:9]=1, predict the reactants needed to synthesize it. The reactants are: [CH3:1][NH:2][CH2:3][CH2:4][OH:5].[F:6][C:7]([F:17])([F:16])[C:8]1[CH:15]=[CH:14][C:11]([CH:12]=O)=[CH:10][CH:9]=1.C(O)(=O)C.C(OCC)(=O)C.CCCCCCC.C(N)(C)C.